Dataset: Blood-brain barrier permeability classification from the B3DB database. Task: Regression/Classification. Given a drug SMILES string, predict its absorption, distribution, metabolism, or excretion properties. Task type varies by dataset: regression for continuous measurements (e.g., permeability, clearance, half-life) or binary classification for categorical outcomes (e.g., BBB penetration, CYP inhibition). Dataset: b3db_classification. (1) The drug is C/C=C/C(=O)N(CCC)[C@H](CC)C(=O)N(C)C. The result is 1 (penetrates BBB). (2) The drug is O=C1[C@H](O)N=C(c2ccccc2F)c2cc(Cl)ccc2N1CCO. The result is 1 (penetrates BBB). (3) The molecule is CC1(C)S[C@@H]2[C@H](NC(=O)C(C(=O)Oc3ccccc3)c3ccccc3)C(=O)N2[C@H]1C(=O)O. The result is 0 (does not penetrate BBB). (4) The compound is O=C1NCCC[C@@H]1N1C(=O)c2ccccc2S1(=O)=O. The result is 1 (penetrates BBB). (5) The drug is CCCOC(=O)c1cncn1[C@@H](C)c1ccccc1. The result is 1 (penetrates BBB). (6) The compound is Nc1nc(=S)c2[nH]cnc2[nH]1. The result is 0 (does not penetrate BBB). (7) The molecule is CCCCC(=O)O[C@]1(C(=O)CO)CCC2C3CC(F)C4=CC(=O)C=CC4(C)C3C(O)CC21C. The result is 1 (penetrates BBB).